This data is from Catalyst prediction with 721,799 reactions and 888 catalyst types from USPTO. The task is: Predict which catalyst facilitates the given reaction. (1) Reactant: [C:1]([C:3]1[CH:27]=[CH:26][C:6]([O:7][CH2:8][CH2:9][N:10]([CH2:15][CH2:16][N:17]2[CH2:24][CH:23]3[O:25][CH:19]([CH2:20][NH:21][CH2:22]3)[CH2:18]2)[S:11]([CH3:14])(=[O:13])=[O:12])=[CH:5][CH:4]=1)#[N:2].Br[C:29]1[C:36](C)=[CH:35][CH:34]=[CH:33][C:30]=1[C:31]#[N:32].[C:38](=O)([O-])[O-].[K+].[K+]. Product: [C:31]([C:30]1[CH:33]=[CH:34][CH:35]=[CH:36][C:29]=1[CH2:38][N:21]1[CH2:22][CH:23]2[O:25][CH:19]([CH2:18][N:17]([CH2:16][CH2:15][N:10]([CH2:9][CH2:8][O:7][C:6]3[CH:5]=[CH:4][C:3]([C:1]#[N:2])=[CH:27][CH:26]=3)[S:11]([CH3:14])(=[O:13])=[O:12])[CH2:24]2)[CH2:20]1)#[N:32]. The catalyst class is: 10. (2) Reactant: [C:1]([O-])([O-])=O.[K+].[K+].O[C@@H:8]1[CH2:12][CH2:11][C@H:10]([CH2:13][C:14]2[CH:15]=[N:16][C:17]([C:20]([F:23])([F:22])[F:21])=[CH:18][CH:19]=2)[N:9]1[C:24]([O:26][C:27]([CH3:30])([CH3:29])[CH3:28])=[O:25].O[C@H]1CC[C@H](CC2C=NC(C(F)(F)F)=CC=2)N1C(OC(C)(C)C)=O. Product: [F:22][C:20]([F:23])([F:21])[C:17]1[N:16]=[CH:15][C:14]([CH2:13][C@H:10]([NH:9][C:24](=[O:25])[O:26][C:27]([CH3:30])([CH3:29])[CH3:28])[CH2:11][CH2:12][C:8]#[CH:1])=[CH:19][CH:18]=1. The catalyst class is: 24. (3) Reactant: [N:1]1[CH:6]=[CH:5][CH:4]=[C:3]([NH2:7])[CH:2]=1.[Cl:8]C1C=C(C=CC=1)C(OO)=[O:13]. Product: [ClH:8].[NH2:7][C:3]1[CH:2]=[N+:1]([O-:13])[CH:6]=[CH:5][CH:4]=1. The catalyst class is: 2.